This data is from Reaction yield outcomes from USPTO patents with 853,638 reactions. The task is: Predict the reaction yield, written as a fraction of the theoretical maximum amount of product (1.0 means a 100% yield; for example, 0.34 means a 34% yield). (1) The reactants are [CH3:1][O:2][C:3]1[C:8]([CH3:9])=[CH:7][C:6]2[C@:10]3([CH2:20][O:21][C:5]=2[CH:4]=1)[C:18]1[C:13](=[CH:14][CH:15]=[CH:16][CH:17]=1)[NH:12][C:11]3=[O:19].[CH3:22][N:23]1[CH2:28][CH2:27][NH:26][CH2:25][CH2:24]1.[CH2:29]=O. The catalyst is CO. The product is [CH3:1][O:2][C:3]1[C:8]([CH3:9])=[CH:7][C:6]2[C@:10]3([CH2:20][O:21][C:5]=2[CH:4]=1)[C:18]1[C:13](=[CH:14][CH:15]=[CH:16][CH:17]=1)[N:12]([CH2:22][N:23]1[CH2:28][CH2:27][N:26]([CH3:29])[CH2:25][CH2:24]1)[C:11]3=[O:19]. The yield is 0.930. (2) The reactants are Br[C:2]1[CH:3]=[N:4][C:5]([N:8]2[CH2:13][CH2:12][CH:11]([N:14]3[CH2:18][CH2:17][C@H:16]([O:19][C:20]4[CH:25]=[C:24]([F:26])[C:23]([S:27]([CH3:30])(=[O:29])=[O:28])=[CH:22][C:21]=4[F:31])[C:15]3=[O:32])[CH2:10][CH2:9]2)=[N:6][CH:7]=1.[C:33]1(B(O)O)[CH:38]=[CH:37][CH:36]=[CH:35][CH:34]=1.C([O-])([O-])=O.[Na+].[Na+]. The catalyst is O1CCOCC1.C1C=CC([P]([Pd]([P](C2C=CC=CC=2)(C2C=CC=CC=2)C2C=CC=CC=2)([P](C2C=CC=CC=2)(C2C=CC=CC=2)C2C=CC=CC=2)[P](C2C=CC=CC=2)(C2C=CC=CC=2)C2C=CC=CC=2)(C2C=CC=CC=2)C2C=CC=CC=2)=CC=1. The product is [F:31][C:21]1[CH:22]=[C:23]([S:27]([CH3:30])(=[O:29])=[O:28])[C:24]([F:26])=[CH:25][C:20]=1[O:19][C@H:16]1[CH2:17][CH2:18][N:14]([CH:11]2[CH2:12][CH2:13][N:8]([C:5]3[N:4]=[CH:3][C:2]([C:33]4[CH:38]=[CH:37][CH:36]=[CH:35][CH:34]=4)=[CH:7][N:6]=3)[CH2:9][CH2:10]2)[C:15]1=[O:32]. The yield is 0.640. (3) The reactants are [CH2:1]([C:4]1[CH:9]=[CH:8][C:7]([O:10][C:11](=[O:21])[CH2:12][CH:13]2[C:17](=[O:18])[O:16]C(C)(C)[O:14]2)=[C:6]([O:22][CH3:23])[CH:5]=1)[CH:2]=[CH2:3].Cl. The catalyst is C1COCC1. The product is [CH2:1]([C:4]1[CH:9]=[CH:8][C:7]([O:10][C:11](=[O:21])[CH2:12][CH:13]([OH:14])[C:17]([OH:18])=[O:16])=[C:6]([O:22][CH3:23])[CH:5]=1)[CH:2]=[CH2:3]. The yield is 0.930. (4) The reactants are [Cl:1][C:2]1[CH:3]=[C:4]([CH3:14])[C:5]2[NH:10]C(=O)O[C:7](=[O:12])[C:6]=2[CH:13]=1.S([O-])([O-])(=O)=O.[CH3:20][S:21](=[NH2+:28])[CH2:22][CH2:23][Si:24]([CH3:27])([CH3:26])[CH3:25].[CH3:20][S:21](=[NH2+:28])[CH2:22][CH2:23][Si:24]([CH3:27])([CH3:26])[CH3:25].C(N(CC)CC)C. The catalyst is CS(C)=O. The product is [NH2:10][C:5]1[C:4]([CH3:14])=[CH:3][C:2]([Cl:1])=[CH:13][C:6]=1[C:7]([N:28]=[S:21]([CH3:20])[CH2:22][CH2:23][Si:24]([CH3:27])([CH3:26])[CH3:25])=[O:12]. The yield is 0.820. (5) The reactants are [CH2:1]([O:3][C:4]1[CH:5]=[C:6]2[C:11](=[C:12]3[CH2:16][C:15]([CH3:18])([CH3:17])[O:14][C:13]=13)[C:10]([C:19]1[CH:24]=[CH:23][C:22]([CH2:25][C:26]([O:28]C)=[O:27])=[C:21]([N+:30]([O-:32])=[O:31])[CH:20]=1)=[N:9][C:8]([CH3:34])([CH3:33])[CH2:7]2)[CH3:2].[OH-].[Na+].Cl. The catalyst is CO. The product is [CH2:1]([O:3][C:4]1[CH:5]=[C:6]2[C:11](=[C:12]3[CH2:16][C:15]([CH3:18])([CH3:17])[O:14][C:13]=13)[C:10]([C:19]1[CH:24]=[CH:23][C:22]([CH2:25][C:26]([OH:28])=[O:27])=[C:21]([N+:30]([O-:32])=[O:31])[CH:20]=1)=[N:9][C:8]([CH3:33])([CH3:34])[CH2:7]2)[CH3:2]. The yield is 0.950.